From a dataset of Forward reaction prediction with 1.9M reactions from USPTO patents (1976-2016). Predict the product of the given reaction. (1) Given the reactants Br[C:2]1[CH:3]=[C:4]2[C:9](=[CH:10][CH:11]=1)[C:8](=[O:12])[O:7][C@H:6]([CH3:13])[CH2:5]2.[CH2:14](N(CC)CC)[CH3:15].C([B-](F)(F)F)=C.[K+], predict the reaction product. The product is: [CH:14]([C:2]1[CH:3]=[C:4]2[C:9](=[CH:10][CH:11]=1)[C:8](=[O:12])[O:7][C@H:6]([CH3:13])[CH2:5]2)=[CH2:15]. (2) Given the reactants Cl.[CH3:2][O:3][C:4](=[O:17])[C@H:5]([CH2:7][C:8]1[CH:13]=[CH:12][C:11]([N+:14]([O-:16])=[O:15])=[CH:10][CH:9]=1)[NH2:6].[N:18]([CH2:21][CH2:22][C:23]1([C:28](O)=[O:29])[CH2:27][CH2:26][CH2:25][CH2:24]1)=[N+:19]=[N-:20].F[P-](F)(F)(F)(F)F.N1(O[P+](N(C)C)(N(C)C)N(C)C)C2C=CC=CC=2N=N1.C(N(C(C)C)CC)(C)C, predict the reaction product. The product is: [CH3:2][O:3][C:4](=[O:17])[C@H:5]([CH2:7][C:8]1[CH:13]=[CH:12][C:11]([N+:14]([O-:16])=[O:15])=[CH:10][CH:9]=1)[NH:6][C:28]([C:23]1([CH2:22][CH2:21][N:18]=[N+:19]=[N-:20])[CH2:27][CH2:26][CH2:25][CH2:24]1)=[O:29]. (3) Given the reactants Cl.[NH2:2][CH:3]1[CH2:7][C:6]([F:9])([F:8])[CH2:5][CH:4]1[NH:10][C:11](=[O:23])[C:12]1[CH:17]=[CH:16][CH:15]=[CH:14][C:13]=1[N:18]1[N:22]=[CH:21][CH:20]=[N:19]1.Cl[C:25]1[CH:30]=[CH:29][C:28]([C:31]([F:34])([F:33])[F:32])=[CH:27][N:26]=1.CCN(C(C)C)C(C)C, predict the reaction product. The product is: [F:8][C:6]1([F:9])[CH2:5][CH:4]([NH:10][C:11](=[O:23])[C:12]2[CH:17]=[CH:16][CH:15]=[CH:14][C:13]=2[N:18]2[N:19]=[CH:20][CH:21]=[N:22]2)[CH:3]([NH:2][C:25]2[CH:30]=[CH:29][C:28]([C:31]([F:34])([F:33])[F:32])=[CH:27][N:26]=2)[CH2:7]1. (4) Given the reactants C(N(CC)CC)C.CS(OS(C)(=O)=O)(=O)=O.[Cl:17][C:18]1[CH:19]=[C:20]([C@H:24]([OH:33])[C:25]2(O)[CH2:30][CH2:29][CH:28]([F:31])[CH2:27][CH2:26]2)[CH:21]=[CH:22][CH:23]=1.C(=O)([O-])[O-].[K+].[K+], predict the reaction product. The product is: [Cl:17][C:18]1[CH:19]=[C:20]([C@@H:24]2[C:25]3([CH2:26][CH2:27][CH:28]([F:31])[CH2:29][CH2:30]3)[O:33]2)[CH:21]=[CH:22][CH:23]=1. (5) Given the reactants [CH:1]([C:4]1[CH:9]=[CH:8][N:7]=[CH:6][CH:5]=1)([CH3:3])[CH3:2].Cl.[NH:11]1[CH2:16][CH2:15][CH2:14][CH2:13][CH2:12]1.[CH2:17]=O, predict the reaction product. The product is: [N:11]1([CH2:2][C:1]([C:4]2[CH:9]=[CH:8][N:7]=[CH:6][CH:5]=2)([CH3:17])[CH3:3])[CH2:16][CH2:15][CH2:14][CH2:13][CH2:12]1.